Dataset: Reaction yield outcomes from USPTO patents with 853,638 reactions. Task: Predict the reaction yield, written as a fraction of the theoretical maximum amount of product (1.0 means a 100% yield; for example, 0.34 means a 34% yield). (1) The yield is 0.310. The catalyst is CO. The product is [CH3:3][NH:4][C:5]1[N:10]=[C:9]([CH2:11][CH2:12][O:13][C:14]2[CH:19]=[CH:18][C:17]([CH:20]=[CH:21][CH2:22][C:23]([OH:25])=[O:24])=[CH:16][CH:15]=2)[CH:8]=[CH:7][CH:6]=1. The reactants are [OH-].[Na+].[CH3:3][NH:4][C:5]1[N:10]=[C:9]([CH2:11][CH2:12][O:13][C:14]2[CH:19]=[CH:18][C:17]([CH2:20]/[CH:21]=[CH:22]/[C:23]([O:25]C)=[O:24])=[CH:16][CH:15]=2)[CH:8]=[CH:7][CH:6]=1. (2) The reactants are [C:1]([C:5]1[CH:14]=[C:13]2[C:8]([CH:9]([OH:15])[CH2:10][CH2:11][O:12]2)=[CH:7][CH:6]=1)([CH3:4])([CH3:3])[CH3:2].[Cr](Cl)([O-])(=O)=O.[NH+]1C=CC=CC=1. The catalyst is ClCCl. The product is [C:1]([C:5]1[CH:14]=[C:13]2[C:8]([C:9](=[O:15])[CH2:10][CH2:11][O:12]2)=[CH:7][CH:6]=1)([CH3:4])([CH3:2])[CH3:3]. The yield is 0.730.